Dataset: Experimentally validated miRNA-target interactions with 360,000+ pairs, plus equal number of negative samples. Task: Binary Classification. Given a miRNA mature sequence and a target amino acid sequence, predict their likelihood of interaction. (1) The miRNA is hsa-miR-4719 with sequence UCACAAAUCUAUAAUAUGCAGG. The protein sequence of the target gene is MDSRYNSTAGIGDLNQLSAAIPATRVEVSVSCRNLLDRDTFSKSDPICVLYVQGVGNKEWREFGRTEVIDNTLNPDFVRKFILDYFFEERENLRFDLYDVDSKSPNLSKHDFLGQVFCTLGEIVGSQGSRLEKPIVGIPGKKCGTIILTAEELNCCRDAVLMQFCANKLDKKDFFGKSDPFLVFYRSNEDGSFTICHKTEVVKNTLNPVWQAFKISVRALCNGDYDRTIKVEVYDWDRDGSHDFIGEFTTSYRELSRGQSQFNVYEVVNPKKKGKKKKYTNSGTVTLLSFLVETEVSFLD.... Result: 1 (interaction). (2) The miRNA is mmu-miR-3964 with sequence AUAAGGUAGAAAGCACUAAA. The protein sequence of the target gene is MNFLLSWVHWSLALLLYLHHAKWSQAAPMAEGGQKPHEVVKFMDVYQRSFCRPIETLVDIFQEYPDEIEFIFKPSCVPLMRCGGCCNDESLECVPTEEFNITMQIMRIKPHQSQHIGEMSFLQHNKCECRPKKDKARQENPCGPCSERRKHLFVQDPQTCKCSCKNTDSRCKARQLELNERTCRCDKPRR. Result: 0 (no interaction). (3) The miRNA is hsa-miR-4663 with sequence AGCUGAGCUCCAUGGACGUGCAGU. The protein sequence of the target gene is MLVILAFIIVFHIVSTALLFISTIDNAWWVGDSFSADLWRVCTNSTNCTEINELTGPEAFEGYSVMQAVQATMILSTILSCISFLIFLLQLFRLKQGERFVLTSIIQLMSCLCVMIGASIYTDRRQDLHQQNRKLYYLLQEGSYGYSFILAWVAFAFTFISGLMYMILRKRK. Result: 0 (no interaction). (4) The miRNA is hsa-miR-7-2-3p with sequence CAACAAAUCCCAGUCUACCUAA. The protein sequence of the target gene is MSRRKPASGGLAASSSAPARQAVLSRFFQSTGSLKSTSSSTGAADQVDPGAAAAAAAAAAAAPPAPPAPAFPPQLPPHIATEIDRRKKRPLENDGPVKKKVKKVQQKEGGSDLGMSGNSEPKKCLRTRNVSKSLEKLKEFCCDSALPQSRVQTESLQERFAVLPKCTDFDDISLLHAKNAVSSEDSKRQINQKDTTLFDLSQFGSSNTSHENLQKTASKSANKRSKSIYTPLELQYIEMKQQHKDAVLCVECGYKYRFFGEDAEIAARELNIYCHLDHNFMTASIPTHRLFVHVRRLVAK.... Result: 0 (no interaction).